Dataset: Retrosynthesis with 50K atom-mapped reactions and 10 reaction types from USPTO. Task: Predict the reactants needed to synthesize the given product. Given the product Nc1ccc(C(=O)N2CCC[C@@H]3CCCC[C@H]32)cc1[N+](=O)[O-], predict the reactants needed to synthesize it. The reactants are: C1CCC2NCCCC2C1.Nc1ccc(C(=O)O)cc1[N+](=O)[O-].